Dataset: Catalyst prediction with 721,799 reactions and 888 catalyst types from USPTO. Task: Predict which catalyst facilitates the given reaction. (1) Reactant: [Si]([O:8][C@@H:9]([CH3:42])[C@@H:10]([NH:31][C:32]1[CH:39]=[CH:38][C:35]([C:36]#[N:37])=[C:34]([Cl:40])[C:33]=1[CH3:41])[C:11]1[O:12][C:13]([C:16]2[CH:21]=[CH:20][C:19]([CH2:22][O:23][Si](C(C)(C)C)(C)C)=[CH:18][CH:17]=2)=[N:14][N:15]=1)(C(C)(C)C)(C)C.CCCC[N+](CCCC)(CCCC)CCCC.[F-]. Product: [Cl:40][C:34]1[C:33]([CH3:41])=[C:32]([NH:31][C@@H:10]([C:11]2[O:12][C:13]([C:16]3[CH:17]=[CH:18][C:19]([CH2:22][OH:23])=[CH:20][CH:21]=3)=[N:14][N:15]=2)[C@@H:9]([OH:8])[CH3:42])[CH:39]=[CH:38][C:35]=1[C:36]#[N:37]. The catalyst class is: 1. (2) Reactant: [F:1][C:2]([F:17])([F:16])[C:3]1[CH:4]=[C:5]([CH:9]=[C:10]([C:12]([F:15])([F:14])[F:13])[CH:11]=1)[C:6](=[S:8])[NH2:7].[CH3:18]I. Product: [F:17][C:2]([F:1])([F:16])[C:3]1[CH:4]=[C:5]([CH:9]=[C:10]([C:12]([F:15])([F:13])[F:14])[CH:11]=1)[C:6]([S:8][CH3:18])=[NH:7]. The catalyst class is: 27. (3) Reactant: [NH2:1][C:2]1[CH:30]=[CH:29][C:5]([CH2:6][N:7]([CH:21]2[CH2:27][CH2:26][CH2:25][CH2:24][NH:23][C:22]2=[O:28])[S:8]([C:11]2[CH:16]=[CH:15][C:14]([C:17]([F:20])([F:19])[F:18])=[CH:13][CH:12]=2)(=[O:10])=[O:9])=[CH:4][CH:3]=1.N1C=CC=CC=1.[CH:37]1([C:40](Cl)=[O:41])[CH2:39][CH2:38]1.Cl. Product: [O:28]=[C:22]1[CH:21]([N:7]([CH2:6][C:5]2[CH:29]=[CH:30][C:2]([NH:1][C:40]([CH:37]3[CH2:39][CH2:38]3)=[O:41])=[CH:3][CH:4]=2)[S:8]([C:11]2[CH:12]=[CH:13][C:14]([C:17]([F:20])([F:18])[F:19])=[CH:15][CH:16]=2)(=[O:10])=[O:9])[CH2:27][CH2:26][CH2:25][CH2:24][NH:23]1. The catalyst class is: 4. (4) Reactant: [Cl:1][C:2]1[C:7]([C:8]([NH:10][CH:11]([CH3:15])[C:12](=[O:14])[CH3:13])=O)=[CH:6][CH:5]=[C:4]([CH3:16])[N:3]=1.CC[N+](S(N=C(OC)[O-])(=O)=O)(CC)CC. Product: [Cl:1][C:2]1[C:7]([C:8]2[O:14][C:12]([CH3:13])=[C:11]([CH3:15])[N:10]=2)=[CH:6][CH:5]=[C:4]([CH3:16])[N:3]=1. The catalyst class is: 1. (5) Reactant: [Cl:1][C:2]1[CH:7]=[CH:6][N:5]=[C:4]([CH3:8])[CH:3]=1.C(N)(N)=[O:10].OO.FC(F)(F)C(OC(=O)C(F)(F)F)=O. Product: [Cl:1][C:2]1[CH:7]=[CH:6][N+:5]([O-:10])=[C:4]([CH3:8])[CH:3]=1. The catalyst class is: 1. (6) Reactant: [OH:1][CH2:2][CH2:3][NH:4][C:5](=[O:19])[C@@H:6]([NH:11]C(=O)OC(C)(C)C)[C:7]([CH3:10])([CH3:9])[CH3:8].FC(F)(F)C(O)=O. Product: [NH2:11][C@@H:6]([C:7]([CH3:10])([CH3:9])[CH3:8])[C:5]([NH:4][CH2:3][CH2:2][OH:1])=[O:19]. The catalyst class is: 2. (7) Reactant: [O:1]1[C:5]2[CH:6]=[CH:7][CH:8]=[CH:9][C:4]=2[CH2:3][CH2:2]1.[Br:10]Br.C(=O)(O)[O-].[Na+]. Product: [Br:10][C:8]1[CH:7]=[CH:6][C:5]2[O:1][CH2:2][CH2:3][C:4]=2[CH:9]=1. The catalyst class is: 15. (8) Reactant: Br[C:2]1[CH:7]=[CH:6][C:5]([C:8]2[O:13][C:12](=O)[C:11]3[CH:15]=[CH:16]C=C[C:10]=3[N:9]=2)=[CH:4][CH:3]=1.[CH:19]1([C:22]([N:24]2CC[C@@H](CN)C2)=[O:23])[CH2:21][CH2:20]1. Product: [CH:19]1([C:22]([N:24]2[CH2:16][CH2:15][C@@H:11]([CH2:10][NH:9][C:8](=[O:13])[C:5]3[CH:4]=[CH:3][CH:2]=[CH:7][CH:6]=3)[CH2:12]2)=[O:23])[CH2:21][CH2:20]1. The catalyst class is: 12. (9) Reactant: [OH-].[Na+].[CH:3]1([N:6]2[C:15]3[C:10](=[C:11]([NH:29]C(=O)C(F)(F)F)[C:12]([F:28])=[C:13]([NH:18][CH2:19][CH2:20][NH:21][C:22]4[CH:27]=[CH:26][CH:25]=[CH:24][N:23]=4)[C:14]=3[O:16][CH3:17])[C:9](=[O:36])[C:8]([C:37]#[N:38])=[CH:7]2)[CH2:5][CH2:4]1.O. Product: [NH2:29][C:11]1[C:12]([F:28])=[C:13]([NH:18][CH2:19][CH2:20][NH:21][C:22]2[CH:27]=[CH:26][CH:25]=[CH:24][N:23]=2)[C:14]([O:16][CH3:17])=[C:15]2[C:10]=1[C:9](=[O:36])[C:8]([C:37]#[N:38])=[CH:7][N:6]2[CH:3]1[CH2:4][CH2:5]1. The catalyst class is: 5.